Predict which catalyst facilitates the given reaction. From a dataset of Catalyst prediction with 721,799 reactions and 888 catalyst types from USPTO. Reactant: C[O:2][C:3](=[O:21])[C:4]1[CH:9]=[CH:8][C:7]([CH3:10])=[N:6][C:5]=1[C:11]1[CH:16]=[CH:15][C:14]([C:17]([F:20])([F:19])[F:18])=[CH:13][CH:12]=1.[OH-].[Na+].O.Cl. Product: [CH3:10][C:7]1[CH:8]=[CH:9][C:4]([C:3]([OH:21])=[O:2])=[C:5]([C:11]2[CH:16]=[CH:15][C:14]([C:17]([F:19])([F:18])[F:20])=[CH:13][CH:12]=2)[N:6]=1. The catalyst class is: 5.